This data is from Full USPTO retrosynthesis dataset with 1.9M reactions from patents (1976-2016). The task is: Predict the reactants needed to synthesize the given product. (1) Given the product [CH3:1][O:2][C:3]1[CH:8]=[CH:7][C:6]([C:9]([F:11])([F:10])[F:12])=[CH:5][C:4]=1[NH:13][C:18]([NH:42][C:39]1[CH:38]=[CH:37][C:36]([C:35]2[CH:34]=[N:33][CH:32]=[C:31]3[N:27]([CH3:26])[N:28]=[CH:29][C:30]=23)=[CH:41][CH:40]=1)=[O:24], predict the reactants needed to synthesize it. The reactants are: [CH3:1][O:2][C:3]1[CH:8]=[CH:7][C:6]([C:9]([F:12])([F:11])[F:10])=[CH:5][C:4]=1[NH2:13].ClC(Cl)(O[C:18](=[O:24])OC(Cl)(Cl)Cl)Cl.[CH3:26][N:27]1[C:31]2=[CH:32][N:33]=[CH:34][C:35]([C:36]3[CH:41]=[CH:40][C:39]([NH2:42])=[CH:38][CH:37]=3)=[C:30]2[CH:29]=[N:28]1. (2) Given the product [C:1]([N:32]1[CH2:31][CH2:30][CH:29]([CH2:28][O:27][C:26]2[CH:25]=[CH:24][C:23]([F:22])=[CH:36][CH:35]=2)[CH2:34][CH2:33]1)(=[O:4])[CH:2]=[CH2:3], predict the reactants needed to synthesize it. The reactants are: [C:1](O)(=[O:4])[CH:2]=[CH2:3].CN1CCOCC1.ClC(OCC(C)C)=O.Cl.[F:22][C:23]1[CH:36]=[CH:35][C:26]([O:27][CH2:28][CH:29]2[CH2:34][CH2:33][NH:32][CH2:31][CH2:30]2)=[CH:25][CH:24]=1. (3) Given the product [CH2:1]([C:3]1[O:4][C:5]2[CH:11]=[C:10]([C:12]([OH:14])=[O:13])[CH:9]=[C:8]([O:17][C:18]3[CH:23]=[CH:22][C:21]([S:24]([CH3:27])(=[O:26])=[O:25])=[CH:20][CH:19]=3)[C:6]=2[CH:7]=1)[CH3:2], predict the reactants needed to synthesize it. The reactants are: [CH2:1]([C:3]1[O:4][C:5]2[CH:11]=[C:10]([C:12]([O:14]CC)=[O:13])[CH:9]=[C:8]([O:17][C:18]3[CH:23]=[CH:22][C:21]([S:24]([CH3:27])(=[O:26])=[O:25])=[CH:20][CH:19]=3)[C:6]=2[CH:7]=1)[CH3:2].[OH-].[K+]. (4) The reactants are: COC(C1C=C(COC[C@@H:14]([NH:17][C:18](=[O:44])[C@H:19]([CH2:36][C:37]2[CH:42]=[CH:41][CH:40]=[C:39]([CH3:43])[CH:38]=2)[NH:20][C:21](=[O:35])[CH:22]([C:29]2[CH:34]=[CH:33][CH:32]=[CH:31][CH:30]=2)[C:23]2[CH:28]=[CH:27][CH:26]=[CH:25][CH:24]=2)[C:15]#[N:16])C=CC=1)=O.O.[OH:46]N1C2C=CC=CC=2N=N1.CN1CCOCC1.CN(C)CCCN=C=NCC.Cl.[C:75]([S:94][CH2:95][C@@H](C(N)=O)N)([C:88]1[CH:93]=[CH:92][CH:91]=[CH:90][CH:89]=1)([C:82]1[CH:87]=[CH:86][CH:85]=[CH:84][CH:83]=1)[C:76]1[CH:81]=[CH:80][CH:79]=[CH:78][CH:77]=1. Given the product [CH3:43][C:39]1[CH:38]=[C:37]([CH:42]=[CH:41][CH:40]=1)[CH2:36][C@@H:19]([C:18]([NH:17][C:14](=[O:46])[C@H:15]([CH2:95][S:94][C:75]([C:76]1[CH:81]=[CH:80][CH:79]=[CH:78][CH:77]=1)([C:88]1[CH:89]=[CH:90][CH:91]=[CH:92][CH:93]=1)[C:82]1[CH:83]=[CH:84][CH:85]=[CH:86][CH:87]=1)[NH2:16])=[O:44])[NH:20][C:21](=[O:35])[CH:22]([C:29]1[CH:34]=[CH:33][CH:32]=[CH:31][CH:30]=1)[C:23]1[CH:24]=[CH:25][CH:26]=[CH:27][CH:28]=1, predict the reactants needed to synthesize it. (5) The reactants are: [C:1]([O:5][C:6](=[O:15])[NH:7][C:8]1[S:9][CH:10]=[C:11]([CH2:13][CH3:14])[N:12]=1)([CH3:4])([CH3:3])[CH3:2].[Li]CCCC.CCCCCC.[CH3:27][S:28]SC. Given the product [C:1]([O:5][C:6](=[O:15])[NH:7][C:8]1[S:9][C:10]([S:28][CH3:27])=[C:11]([CH2:13][CH3:14])[N:12]=1)([CH3:4])([CH3:3])[CH3:2], predict the reactants needed to synthesize it. (6) Given the product [C:18]([O:22][C:23]([N:25]1[CH2:30][CH2:29][CH:28]([N:31]([C:14]([C:12]2[N:13]=[C:9]([C:6]3[CH:7]=[CH:8][C:3]([C:1]#[N:2])=[CH:4][C:5]=3[F:17])[O:10][CH:11]=2)=[O:16])[CH:32]2[CH2:33][CH2:34]2)[CH2:27][CH2:26]1)=[O:24])([CH3:21])([CH3:19])[CH3:20], predict the reactants needed to synthesize it. The reactants are: [C:1]([C:3]1[CH:8]=[CH:7][C:6]([C:9]2[O:10][CH:11]=[C:12]([C:14]([OH:16])=O)[N:13]=2)=[C:5]([F:17])[CH:4]=1)#[N:2].[C:18]([O:22][C:23]([N:25]1[CH2:30][CH2:29][CH:28]([NH:31][CH:32]2[CH2:34][CH2:33]2)[CH2:27][CH2:26]1)=[O:24])([CH3:21])([CH3:20])[CH3:19]. (7) Given the product [CH2:1]([NH:3][C:4]([N:19]1[C@H:16]2[CH2:17][CH2:18][C@@H:12]1[CH2:13][N:14]([C:20]1[CH:25]=[CH:24][N:23]=[C:22]([NH:26][C:27]3[CH:32]=[N:31][C:30]([C:33](=[O:34])[NH:35][CH3:36])=[C:29]([F:37])[CH:28]=3)[N:21]=1)[CH2:15]2)=[O:5])[CH3:2], predict the reactants needed to synthesize it. The reactants are: [CH2:1]([NH:3][C:4](N1C=CN=C1)=[O:5])[CH3:2].Cl.[C@@H:12]12[NH:19][C@@H:16]([CH2:17][CH2:18]1)[CH2:15][N:14]([C:20]1[CH:25]=[CH:24][N:23]=[C:22]([NH:26][C:27]3[CH:28]=[C:29]([F:37])[C:30]([C:33]([NH:35][CH3:36])=[O:34])=[N:31][CH:32]=3)[N:21]=1)[CH2:13]2.